This data is from Catalyst prediction with 721,799 reactions and 888 catalyst types from USPTO. The task is: Predict which catalyst facilitates the given reaction. (1) Reactant: [CH2:1]([O:5][CH2:6][CH2:7][O:8][C:9]1[CH:14]=[CH:13][C:12]([C:15]2[CH:16]=[CH:17][C:18]3[NH:24][CH2:23][CH2:22][C:21]([C:25]([NH:27][C:28]4[CH:33]=[CH:32][C:31]([CH:34]([OH:42])[C:35]5[CH:40]=[CH:39][CH:38]=[CH:37][N+:36]=5[O-:41])=[C:30]([O:43][CH2:44][C:45]([F:48])([F:47])[F:46])[CH:29]=4)=[O:26])=[CH:20][C:19]=3[CH:49]=2)=[CH:11][CH:10]=1)[CH2:2][CH2:3][CH3:4].C(=O)(O)[O-].[Na+]. Product: [CH2:1]([O:5][CH2:6][CH2:7][O:8][C:9]1[CH:14]=[CH:13][C:12]([C:15]2[CH:16]=[CH:17][C:18]3[N:24]([CH2:11][CH:12]([CH3:15])[CH3:13])[CH2:23][CH2:22][C:21]([C:25]([NH:27][C:28]4[CH:33]=[CH:32][C:31]([CH:34]([OH:42])[C:35]5[CH:40]=[CH:39][CH:38]=[CH:37][N+:36]=5[O-:41])=[C:30]([O:43][CH2:44][C:45]([F:48])([F:46])[F:47])[CH:29]=4)=[O:26])=[CH:20][C:19]=3[CH:49]=2)=[CH:11][CH:10]=1)[CH2:2][CH2:3][CH3:4]. The catalyst class is: 26. (2) Reactant: [Cl:1][C:2]1[N:7]=[C:6]([NH:8]C(=O)C(C)(C)C)[C:5]([I:15])=[CH:4][CH:3]=1.Cl.C([O-])(O)=O.[Na+]. Product: [Cl:1][C:2]1[N:7]=[C:6]([NH2:8])[C:5]([I:15])=[CH:4][CH:3]=1. The catalyst class is: 12. (3) Reactant: Cl[CH2:2][CH2:3][CH2:4][N:5]1[CH2:10][CH2:9][O:8][CH2:7][CH2:6]1.C([O-])([O-])=O.[K+].[K+].[F:17][C:18]1[CH:24]=[C:23]([N+:25]([O-:27])=[O:26])[CH:22]=[CH:21][C:19]=1[NH2:20]. Product: [F:17][C:18]1[CH:24]=[C:23]([N+:25]([O-:27])=[O:26])[CH:22]=[CH:21][C:19]=1[NH:20][CH2:2][CH2:3][CH2:4][N:5]1[CH2:10][CH2:9][O:8][CH2:7][CH2:6]1. The catalyst class is: 10. (4) Reactant: [CH3:1][O:2][C:3]1[CH:4]=[C:5]2[C:9](=[CH:10][CH:11]=1)[NH:8][N:7]=[C:6]2[C:12]#[N:13].[NH4+].[OH-]. Product: [CH3:1][O:2][C:3]1[CH:4]=[C:5]2[C:9](=[CH:10][CH:11]=1)[NH:8][N:7]=[C:6]2[CH2:12][NH2:13]. The catalyst class is: 227. (5) Reactant: [CH3:1][C:2]1[N:12]=[CH:11][CH:10]=[CH:9][C:3]=1[C:4](OCC)=[O:5].O.[NH2:14][NH2:15]. Product: [CH3:1][C:2]1[N:12]=[CH:11][CH:10]=[CH:9][C:3]=1[C:4]([NH:14][NH2:15])=[O:5]. The catalyst class is: 14. (6) Product: [CH3:4][C:3]1[C:7]([N:53]2[C:62](=[O:63])[C:61]3[C:56](=[CH:57][CH:58]=[CH:59][CH:60]=3)[N:55]=[CH:54]2)=[CH:8][CH:9]=[CH:10][C:2]=1[C:2]1[CH:10]=[CH:9][C:8]([C:11]([NH2:13])=[O:12])=[C:7]2[C:3]=1[C:4]1[CH2:17][NH:16][CH2:15][CH2:14][C:5]=1[NH:6]2. Reactant: Br[C:2]1[CH:10]=[CH:9][C:8]([C:11]([NH2:13])=[O:12])=[C:7]2[C:3]=1[C:4]1[CH2:17][N:16](C(C3C=CC=CC=3)(C3C=CC=CC=3)C3C=CC=CC=3)[CH2:15][CH2:14][C:5]=1[NH:6]2.CC1C(B2OC(C)(C)C(C)(C)O2)=CC=CC=1[N:53]1[C:62](=[O:63])[C:61]2[C:56](=[CH:57][CH:58]=[CH:59][CH:60]=2)[N:55]=[CH:54]1.C(=O)([O-])[O-].[Na+].[Na+]. The catalyst class is: 335. (7) Product: [Br:1][C:2]1[CH:10]=[C:9]2[C:5]([CH2:6][N:7]3[C:13]([C:14]4[C:15]([C:20]5[CH:25]=[CH:24][CH:23]=[CH:22][CH:21]=5)=[N:16][O:17][C:18]=4[C:38]4[C:33]([CH2:32][NH2:31])=[N:34][CH:35]=[CH:36][CH:37]=4)=[N:12][N:11]=[C:8]32)=[CH:4][CH:3]=1. Reactant: [Br:1][C:2]1[CH:10]=[C:9]2[C:5]([CH2:6][N:7]3[C:13]([C:14]4[C:15]([C:20]5[CH:25]=[CH:24][CH:23]=[CH:22][CH:21]=5)=[N:16][O:17][C:18]=4Cl)=[N:12][N:11]=[C:8]32)=[CH:4][CH:3]=1.C([O-])(=O)C.[Na+].[NH2:31][CH2:32][C:33]1[CH:38]=[CH:37][CH:36]=[CH:35][N:34]=1. The catalyst class is: 5. (8) Reactant: [CH3:1][O:2][CH2:3][C:4]1[N:8]2[CH:9]=[C:10]([C:13]#[N:14])[CH:11]=[CH:12][C:7]2=[N:6][CH:5]=1.N. Product: [CH3:1][O:2][CH2:3][C:4]1[N:8]2[CH:9]=[C:10]([CH2:13][NH2:14])[CH:11]=[CH:12][C:7]2=[N:6][CH:5]=1. The catalyst class is: 94. (9) Reactant: Cl.[NH2:2][C@H:3]([C:21]([N:23]1[CH2:62][CH2:61][CH2:60][C@H:24]1[C:25]([NH:27][C@H:28]([C:30]([NH:32][C@H:33]([C:50]([O:52][CH2:53][C:54]1[CH:59]=[CH:58][CH:57]=[CH:56][CH:55]=1)=[O:51])[CH2:34][CH2:35][CH2:36][CH2:37][NH:38][C:39]([O:41][CH2:42][C:43]1[CH:49]=[CH:48][CH:47]=[CH:46][C:44]=1[Cl:45])=[O:40])=[O:31])[CH3:29])=[O:26])=[O:22])[CH2:4][CH2:5][CH2:6][NH:7][C:8](=[NH:20])[NH:9][S:10]([C:13]1[CH:19]=[CH:18][C:16]([CH3:17])=[CH:15][CH:14]=1)(=[O:12])=[O:11].[CH3:63][C:64]([O:67][C:68]([NH:70][C@H:71]([C:77](OC1C=CC([N+]([O-])=O)=CC=1)=[O:78])[CH2:72][CH2:73][C:74]([NH2:76])=[O:75])=[O:69])([CH3:66])[CH3:65].C(Cl)(Cl)Cl.CO. Product: [NH:70]([C:68]([O:67][C:64]([CH3:66])([CH3:65])[CH3:63])=[O:69])[C@H:71]([C:77]([NH:2][C@H:3]([C:21]([N:23]1[CH2:62][CH2:61][CH2:60][C@H:24]1[C:25]([NH:27][C@H:28]([C:30]([NH:32][C@H:33]([C:50]([O:52][CH2:53][C:54]1[CH:59]=[CH:58][CH:57]=[CH:56][CH:55]=1)=[O:51])[CH2:34][CH2:35][CH2:36][CH2:37][NH:38][C:39]([O:41][CH2:42][C:43]1[CH:49]=[CH:48][CH:47]=[CH:46][C:44]=1[Cl:45])=[O:40])=[O:31])[CH3:29])=[O:26])=[O:22])[CH2:4][CH2:5][CH2:6][NH:7][C:8](=[NH:20])[NH:9][S:10]([C:13]1[CH:14]=[CH:15][C:16]([CH3:17])=[CH:18][CH:19]=1)(=[O:11])=[O:12])=[O:78])[CH2:72][CH2:73][C:74](=[O:75])[NH2:76]. The catalyst class is: 7.